From a dataset of Rat liver microsome stability data. Regression/Classification. Given a drug SMILES string, predict its absorption, distribution, metabolism, or excretion properties. Task type varies by dataset: regression for continuous measurements (e.g., permeability, clearance, half-life) or binary classification for categorical outcomes (e.g., BBB penetration, CYP inhibition). Dataset: rlm. (1) The drug is c1ccc2[nH]c(Nc3nc(-c4ccncc4)nc4ccccc34)nc2c1. The result is 1 (stable in rat liver microsomes). (2) The drug is O=C(COc1ccccc1)NCC(c1cccs1)S(=O)(=O)c1ccc(Cl)cc1. The result is 1 (stable in rat liver microsomes).